Dataset: NCI-60 drug combinations with 297,098 pairs across 59 cell lines. Task: Regression. Given two drug SMILES strings and cell line genomic features, predict the synergy score measuring deviation from expected non-interaction effect. (1) Drug 1: C(CC(=O)O)C(=O)CN.Cl. Drug 2: C1CNP(=O)(OC1)N(CCCl)CCCl. Cell line: COLO 205. Synergy scores: CSS=15.7, Synergy_ZIP=-6.56, Synergy_Bliss=-0.840, Synergy_Loewe=-4.54, Synergy_HSA=-3.15. (2) Drug 1: CC1C(C(CC(O1)OC2CC(CC3=C2C(=C4C(=C3O)C(=O)C5=C(C4=O)C(=CC=C5)OC)O)(C(=O)C)O)N)O.Cl. Drug 2: CC12CCC3C(C1CCC2OP(=O)(O)O)CCC4=C3C=CC(=C4)OC(=O)N(CCCl)CCCl.[Na+]. Cell line: KM12. Synergy scores: CSS=13.8, Synergy_ZIP=-8.84, Synergy_Bliss=-9.90, Synergy_Loewe=-18.1, Synergy_HSA=-6.70. (3) Drug 1: C1=CC=C(C(=C1)C(C2=CC=C(C=C2)Cl)C(Cl)Cl)Cl. Drug 2: COCCOC1=C(C=C2C(=C1)C(=NC=N2)NC3=CC=CC(=C3)C#C)OCCOC.Cl. Cell line: SF-295. Synergy scores: CSS=-1.69, Synergy_ZIP=-1.57, Synergy_Bliss=-6.01, Synergy_Loewe=-4.24, Synergy_HSA=-5.13. (4) Drug 1: CNC(=O)C1=CC=CC=C1SC2=CC3=C(C=C2)C(=NN3)C=CC4=CC=CC=N4. Drug 2: C1CCC(C(C1)N)N.C(=O)(C(=O)[O-])[O-].[Pt+4]. Cell line: OVCAR-8. Synergy scores: CSS=10.8, Synergy_ZIP=2.29, Synergy_Bliss=3.72, Synergy_Loewe=-5.67, Synergy_HSA=2.60.